This data is from Forward reaction prediction with 1.9M reactions from USPTO patents (1976-2016). The task is: Predict the product of the given reaction. (1) Given the reactants FC(F)(F)S(O/[C:7](/[CH3:26])=[C:8](/[C:20]1[CH:25]=[CH:24][CH:23]=[CH:22][CH:21]=1)\[C:9](=[O:19])[NH:10][CH2:11][CH2:12][C:13]1[CH:18]=[CH:17][CH:16]=[CH:15][CH:14]=1)(=O)=O.[F:29][C:30]1[C:31]([OH:39])=[C:32]([CH:36]=[CH:37][CH:38]=1)[C:33]([NH2:35])=[O:34].[C:40](=O)([O-])[O-].[Cs+].[Cs+], predict the reaction product. The product is: [F:29][C:30]1[C:31]([O:39][CH3:40])=[C:32]([CH:36]=[CH:37][CH:38]=1)[C:33]([NH:35]/[C:7](/[CH3:26])=[C:8](/[C:20]1[CH:21]=[CH:22][CH:23]=[CH:24][CH:25]=1)\[C:9](=[O:19])[NH:10][CH2:11][CH2:12][C:13]1[CH:14]=[CH:15][CH:16]=[CH:17][CH:18]=1)=[O:34]. (2) Given the reactants [C:1]([O:5][C:6]([C:8]1[C:9]([C:28](O)=[O:29])=[N:10][C:11]([C:21]2[CH:26]=[CH:25][C:24]([Cl:27])=[CH:23][CH:22]=2)=[C:12]([C:14]2[CH:19]=[CH:18][C:17]([Cl:20])=[CH:16][CH:15]=2)[N:13]=1)=[O:7])([CH3:4])([CH3:3])[CH3:2].[F:31][C:32]1([F:39])[CH2:37][CH2:36][N:35]([NH2:38])[CH2:34][CH2:33]1.C1CN([P+](ON2N=NC3C=CC=CC2=3)(N2CCCC2)N2CCCC2)CC1.F[P-](F)(F)(F)(F)F, predict the reaction product. The product is: [Cl:27][C:24]1[CH:23]=[CH:22][C:21]([C:11]2[N:10]=[C:9]([C:28]([NH:38][N:35]3[CH2:36][CH2:37][C:32]([F:39])([F:31])[CH2:33][CH2:34]3)=[O:29])[C:8]([C:6]([O:5][C:1]([CH3:2])([CH3:4])[CH3:3])=[O:7])=[N:13][C:12]=2[C:14]2[CH:19]=[CH:18][C:17]([Cl:20])=[CH:16][CH:15]=2)=[CH:26][CH:25]=1. (3) Given the reactants Br[C:2]1[C:3]([O:23][CH3:24])=[C:4]([CH:10]([N:12]2[C:16]3=[N:17][CH:18]=[N:19][C:20]([NH2:21])=[C:15]3[C:14]([CH3:22])=[N:13]2)[CH3:11])[CH:5]=[C:6]([Cl:9])[C:7]=1[CH3:8].[CH:25]1([B-](F)(F)F)[CH2:27][CH2:26]1.[K+].P([O-])([O-])([O-])=O.[K+].[K+].[K+].C1(C)C=CC=CC=1, predict the reaction product. The product is: [Cl:9][C:6]1[C:7]([CH3:8])=[C:2]([CH:25]2[CH2:27][CH2:26]2)[C:3]([O:23][CH3:24])=[C:4]([CH:10]([N:12]2[C:16]3=[N:17][CH:18]=[N:19][C:20]([NH2:21])=[C:15]3[C:14]([CH3:22])=[N:13]2)[CH3:11])[CH:5]=1. (4) Given the reactants C([N:5]1[C:9]2=[N:10][CH:11]=[N:12][C:13]([NH2:14])=[C:8]2[C:7]([C:15]2[CH:20]=[CH:19][C:18]([O:21][C:22]3[CH:27]=[CH:26][CH:25]=[CH:24][CH:23]=3)=[CH:17][CH:16]=2)=[N:6]1)(C)(C)C, predict the reaction product. The product is: [O:21]([C:18]1[CH:19]=[CH:20][C:15]([C:7]2[C:8]3[C:9](=[N:10][CH:11]=[N:12][C:13]=3[NH2:14])[NH:5][N:6]=2)=[CH:16][CH:17]=1)[C:22]1[CH:27]=[CH:26][CH:25]=[CH:24][CH:23]=1. (5) Given the reactants N[C:2]1C=CC(S(NC2C=CC=CC=2C)(=O)=O)=CC=1.[CH3:19][O:20][C:21]1[CH:26]=[C:25]([N+:27]([O-])=O)[CH:24]=[CH:23][C:22]=1[S:30]([NH:33][C:34]1[CH:39]=[CH:38][CH:37]=[CH:36][C:35]=1C)(=[O:32])=[O:31], predict the reaction product. The product is: [NH2:27][C:25]1[CH:24]=[CH:23][C:22]([S:30]([NH:33][C:34]2[CH:35]=[C:36]([CH3:2])[CH:37]=[CH:38][CH:39]=2)(=[O:31])=[O:32])=[C:21]([O:20][CH3:19])[CH:26]=1. (6) Given the reactants [Cl:1][C:2]1[C:10]([C:11]#[N:12])=[CH:9][CH:8]=[C:7]2[C:3]=1[CH:4]=[C:5]([CH:22]([F:24])[F:23])[N:6]2[CH:13]([CH3:21])[C:14]([O:16]C(C)(C)C)=[O:15].C(O)(C(F)(F)F)=O, predict the reaction product. The product is: [Cl:1][C:2]1[C:10]([C:11]#[N:12])=[CH:9][CH:8]=[C:7]2[C:3]=1[CH:4]=[C:5]([CH:22]([F:23])[F:24])[N:6]2[CH:13]([CH3:21])[C:14]([OH:16])=[O:15]. (7) Given the reactants [N:1]1[CH:6]=[CH:5][CH:4]=[C:3]([CH:7]([NH2:11])[CH2:8][CH2:9][CH3:10])[CH:2]=1.[Cl:12][C:13]1[CH:18]=[C:17](Cl)[N:16]=[CH:15][N:14]=1.C(N(C(C)C)CC)(C)C, predict the reaction product. The product is: [Cl:12][C:13]1[N:14]=[CH:15][N:16]=[C:17]([NH:11][CH:7]([C:3]2[CH:2]=[N:1][CH:6]=[CH:5][CH:4]=2)[CH2:8][CH2:9][CH3:10])[CH:18]=1. (8) Given the reactants [H-].[Na+].O1CCOCC1.[NH2:9][CH2:10][C@H:11]([OH:13])[CH3:12].F[C:15]1[N:20]=[CH:19][C:18]([C:21]2[C:22]([CH3:40])=[N:23][CH:24]=[C:25]([NH:27][C:28](=[O:39])[C:29]3[CH:34]=[CH:33][CH:32]=[C:31]([C:35]([F:38])([F:37])[F:36])[CH:30]=3)[CH:26]=2)=[CH:17][C:16]=1[N:41]1[CH2:46][CH2:45][O:44][CH2:43][CH2:42]1, predict the reaction product. The product is: [NH2:9][CH2:10][C@H:11]([O:13][C:15]1[N:20]=[CH:19][C:18]([C:21]2[C:22]([CH3:40])=[N:23][CH:24]=[C:25]([NH:27][C:28](=[O:39])[C:29]3[CH:34]=[CH:33][CH:32]=[C:31]([C:35]([F:36])([F:38])[F:37])[CH:30]=3)[CH:26]=2)=[CH:17][C:16]=1[N:41]1[CH2:46][CH2:45][O:44][CH2:43][CH2:42]1)[CH3:12]. (9) Given the reactants CO[C:3](=[O:13])[C:4]1[CH:9]=[CH:8][C:7]([Br:10])=[CH:6][C:5]=1[CH2:11]Br.Cl.[NH2:15][CH:16]1[CH2:21][CH2:20][C:19](=[O:22])[NH:18][C:17]1=[O:23].C(N(CC)CC)C.CN(C)C=O, predict the reaction product. The product is: [Br:10][C:7]1[CH:6]=[C:5]2[C:4](=[CH:9][CH:8]=1)[C:3](=[O:13])[N:15]([CH:16]1[CH2:21][CH2:20][C:19](=[O:22])[NH:18][C:17]1=[O:23])[CH2:11]2. (10) The product is: [CH2:24]([NH:31][C:3](=[O:4])[C:2]([F:10])([F:1])[CH2:6][C:7]([OH:9])=[O:8])[C:25]1[CH:30]=[CH:29][CH:28]=[CH:27][CH:26]=1. Given the reactants [F:1][C:2]([F:10])([CH2:6][C:7]([OH:9])=[O:8])[C:3](O)=[O:4].FC(F)(F)C(OC(=O)C(F)(F)F)=O.[CH2:24]([NH2:31])[C:25]1[CH:30]=[CH:29][CH:28]=[CH:27][CH:26]=1, predict the reaction product.